Dataset: Full USPTO retrosynthesis dataset with 1.9M reactions from patents (1976-2016). Task: Predict the reactants needed to synthesize the given product. (1) The reactants are: [CH:1]1[C:10]2[C:5](=[CH:6][CH:7]=[CH:8][CH:9]=2)[CH:4]=[C:3]([C:11]([OH:13])=O)[N:2]=1.CN(C(ON1N=NC2C=CC=CC1=2)=[N+](C)C)C.F[P-](F)(F)(F)(F)F.CCN(C(C)C)C(C)C.[CH3:47][O:48][C:49]([C:51]1[C:59]2[N:58]=[C:57]([NH2:60])[N:56]([CH2:61][C:62]3[CH:67]=[CH:66][CH:65]=[CH:64][CH:63]=3)[C:55]=2[CH:54]=[CH:53][CH:52]=1)=[O:50]. Given the product [CH3:47][O:48][C:49]([C:51]1[C:59]2[N:58]=[C:57]([NH:60][C:11]([C:3]3[N:2]=[CH:1][C:10]4[C:5]([CH:4]=3)=[CH:6][CH:7]=[CH:8][CH:9]=4)=[O:13])[N:56]([CH2:61][C:62]3[CH:67]=[CH:66][CH:65]=[CH:64][CH:63]=3)[C:55]=2[CH:54]=[CH:53][CH:52]=1)=[O:50], predict the reactants needed to synthesize it. (2) Given the product [F:1][C:2]1[CH:3]=[CH:4][C:5]([CH2:8][CH2:9][CH2:10][C:11]([OH:13])=[O:12])=[CH:6][CH:7]=1, predict the reactants needed to synthesize it. The reactants are: [F:1][C:2]1[CH:7]=[CH:6][C:5]([CH2:8][CH2:9][CH2:10][C:11]([O:13]C)=[O:12])=[CH:4][CH:3]=1.[OH-].[Na+].Cl. (3) Given the product [CH2:43]([O:42][CH:38]([O:39][CH2:40][CH3:41])[C@@H:37]([N:25]([CH2:26][C:27]1[C:36]2[C:31](=[CH:32][CH:33]=[CH:34][CH:35]=2)[CH:30]=[CH:29][CH:28]=1)[C:23](=[O:24])[C@@H:22]([NH:21][C:17](=[O:19])[CH2:16][O:15][NH:14][C:13]([NH:12][CH2:11][C:1]1[C:10]2[C:5](=[CH:6][CH:7]=[CH:8][CH:9]=2)[CH:4]=[CH:3][CH:2]=1)=[O:20])[CH3:46])[CH3:45])[CH3:44], predict the reactants needed to synthesize it. The reactants are: [C:1]1([CH2:11][NH:12][C:13](=[O:20])[NH:14][O:15][CH2:16][C:17]([OH:19])=O)[C:10]2[C:5](=[CH:6][CH:7]=[CH:8][CH:9]=2)[CH:4]=[CH:3][CH:2]=1.[NH2:21][C@@H:22]([CH3:46])[C:23]([N:25]([C@@H:37]([CH3:45])[CH:38]([O:42][CH2:43][CH3:44])[O:39][CH2:40][CH3:41])[CH2:26][C:27]1[C:36]2[C:31](=[CH:32][CH:33]=[CH:34][CH:35]=2)[CH:30]=[CH:29][CH:28]=1)=[O:24]. (4) Given the product [CH2:7]([O:14][CH2:15][CH:16]1[CH2:20][N:19]([S:21]([CH3:24])(=[O:23])=[O:22])[CH2:18][CH:17]1[CH2:25][SH:26])[C:8]1[CH:13]=[CH:12][CH:11]=[CH:10][CH:9]=1, predict the reactants needed to synthesize it. The reactants are: [H-].[H-].[H-].[H-].[Li+].[Al+3].[CH2:7]([O:14][CH2:15][CH:16]1[CH2:20][N:19]([S:21]([CH3:24])(=[O:23])=[O:22])[CH2:18][CH:17]1[CH2:25][S:26]C(=O)C)[C:8]1[CH:13]=[CH:12][CH:11]=[CH:10][CH:9]=1.O.Cl.